From a dataset of Catalyst prediction with 721,799 reactions and 888 catalyst types from USPTO. Predict which catalyst facilitates the given reaction. (1) Reactant: C([O:3][C:4](=O)[CH2:5][C:6]([C@H:8]1[CH2:13][CH2:12][N:11]([C:14]([O:16][CH3:17])=[O:15])[C@@H:10]([CH2:18][C:19]2[CH:24]=[CH:23][CH:22]=[CH:21][C:20]=2[F:25])[CH2:9]1)=[O:7])C.[OH-].[Na+].[NH2:29]O.Cl. Product: [F:25][C:20]1[CH:21]=[CH:22][CH:23]=[CH:24][C:19]=1[CH2:18][C@H:10]1[CH2:9][C@@H:8]([C:6]2[O:7][NH:29][C:4](=[O:3])[CH:5]=2)[CH2:13][CH2:12][N:11]1[C:14]([O:16][CH3:17])=[O:15]. The catalyst class is: 24. (2) Reactant: Cl.[F:2][C:3]1([F:14])[CH2:7][NH:6][C@@H:5]([CH:8]([CH3:13])[CH2:9][C:10]([OH:12])=[O:11])[CH2:4]1.Br[CH2:16][C:17]1[NH:22][C:21]([C:23]2[S:24][CH:25]=[CH:26][N:27]=2)=[N:20][C@@H:19]([C:28]2[CH:33]=[CH:32][C:31]([F:34])=[CH:30][C:29]=2[Cl:35])[C:18]=1[C:36]([O:38][CH3:39])=[O:37].C(=O)([O-])[O-].[K+].[K+]. Product: [Cl:35][C:29]1[CH:30]=[C:31]([F:34])[CH:32]=[CH:33][C:28]=1[C@@H:19]1[N:20]=[C:21]([C:23]2[S:24][CH:25]=[CH:26][N:27]=2)[NH:22][C:17]([CH2:16][N:6]2[CH2:7][C:3]([F:2])([F:14])[CH2:4][C@@H:5]2[CH:8]([CH3:13])[CH2:9][C:10]([OH:12])=[O:11])=[C:18]1[C:36]([O:38][CH3:39])=[O:37]. The catalyst class is: 8. (3) The catalyst class is: 125. Reactant: C(Cl)Cl.[Cl:4][C:5]1[C:6]([CH:12]([S:21]([C:24]2[CH:29]=[CH:28][C:27]([Cl:30])=[CH:26][CH:25]=2)(=[O:23])=[O:22])[C:13]2[CH:18]=[C:17]([F:19])[CH:16]=[CH:15][C:14]=2[F:20])=[CH:7][C:8]([NH2:11])=[N:9][CH:10]=1.N1C=CC=CC=1.[CH3:37][N:38]1[CH:42]=[C:41]([S:43](Cl)(=[O:45])=[O:44])[N:40]=[CH:39]1. Product: [Cl:4][C:5]1[C:6]([CH:12]([S:21]([C:24]2[CH:29]=[CH:28][C:27]([Cl:30])=[CH:26][CH:25]=2)(=[O:23])=[O:22])[C:13]2[CH:18]=[C:17]([F:19])[CH:16]=[CH:15][C:14]=2[F:20])=[CH:7][C:8]([NH:11][S:43]([C:41]2[N:40]=[CH:39][N:38]([CH3:37])[CH:42]=2)(=[O:45])=[O:44])=[N:9][CH:10]=1. (4) Reactant: [OH:1][C:2]1[C:7](=[O:8])[N:6]([CH3:9])[C:5]([S:10][CH3:11])=[N:4][C:3]=1[C:12]([O:14][CH3:15])=[O:13].C(=O)([O-])[O-].[K+].[K+].CN(C=O)C.[CH2:27](Br)[C:28]1[CH:33]=[CH:32][CH:31]=[CH:30][CH:29]=1. Product: [CH3:15][O:14][C:12]([C:3]1[N:4]=[C:5]([S:10][CH3:11])[N:6]([CH3:9])[C:7](=[O:8])[C:2]=1[O:1][CH2:27][C:28]1[CH:33]=[CH:32][CH:31]=[CH:30][CH:29]=1)=[O:13]. The catalyst class is: 25. (5) Reactant: [CH:1]([C:3]1[CH:11]=[CH:10][C:6]([C:7]([OH:9])=O)=[CH:5][CH:4]=1)=[O:2].ON1C2C=CC=CC=2N=N1.Cl.CN(C)CCCN=C=NCC.Cl.[CH3:35][O:36][C:37](=[O:41])[CH2:38][CH2:39][NH2:40]. Product: [CH3:35][O:36][C:37](=[O:41])[CH2:38][CH2:39][NH:40][C:7](=[O:9])[C:6]1[CH:5]=[CH:4][C:3]([CH:1]=[O:2])=[CH:11][CH:10]=1. The catalyst class is: 338. (6) Reactant: [CH3:1][C:2]1[C:14]2[C:13](=[O:15])[C:12]3[C:7](=[CH:8][CH:9]=[CH:10][CH:11]=3)[NH:6][C:5]=2[N:4]([C:16]2[CH:21]=[CH:20][CH:19]=[CH:18][N:17]=2)[N:3]=1.[H-].[Na+].[CH2:24](I)[CH:25]([CH3:27])[CH3:26].O. Product: [CH2:24]([O:15][C:13]1[C:12]2[C:7](=[CH:8][CH:9]=[CH:10][CH:11]=2)[N:6]=[C:5]2[N:4]([C:16]3[CH:21]=[CH:20][CH:19]=[CH:18][N:17]=3)[N:3]=[C:2]([CH3:1])[C:14]=12)[CH:25]([CH3:27])[CH3:26]. The catalyst class is: 9. (7) Reactant: [CH3:1][C:2]1[S:3][CH:4]=[C:5]([C:7]2[CH:13]=[CH:12][C:10]([NH2:11])=[CH:9][CH:8]=2)[N:6]=1.[O:14]1[C:18]2[CH:19]=[CH:20][C:21]([C:23]3([C:26](O)=[O:27])[CH2:25][CH2:24]3)=[CH:22][C:17]=2[O:16][CH2:15]1.C(N(CC)CC)C.CN(C(ON1N=NC2C=CC=NC1=2)=[N+](C)C)C.F[P-](F)(F)(F)(F)F. Product: [O:14]1[C:18]2[CH:19]=[CH:20][C:21]([C:23]3([C:26]([NH:11][C:10]4[CH:12]=[CH:13][C:7]([C:5]5[N:6]=[C:2]([CH3:1])[S:3][CH:4]=5)=[CH:8][CH:9]=4)=[O:27])[CH2:24][CH2:25]3)=[CH:22][C:17]=2[O:16][CH2:15]1. The catalyst class is: 10.